The task is: Predict the reactants needed to synthesize the given product.. This data is from Full USPTO retrosynthesis dataset with 1.9M reactions from patents (1976-2016). (1) Given the product [NH2:10][C:6]1[CH:7]=[C:8]([CH3:9])[C:3]([C:1]#[N:2])=[N:4][CH:5]=1, predict the reactants needed to synthesize it. The reactants are: [C:1]([C:3]1[C:8]([CH3:9])=[CH:7][C:6]([N+:10]([O-])=O)=[CH:5][N:4]=1)#[N:2].[Cl-].[Ca+2].[Cl-]. (2) Given the product [N+:10]([CH:4]1[CH2:9][CH2:8][CH2:7][CH2:6][CH2:5]1)([O-:12])=[O:11], predict the reactants needed to synthesize it. The reactants are: CCC.[CH2:4]1[CH2:9][CH2:8][CH2:7][CH2:6][CH2:5]1.[N+:10]([O-])([OH:12])=[O:11]. (3) Given the product [CH:1]1([N:4]([CH2:32][C:33]2[CH:38]=[C:37]([CH2:39][CH2:40][CH2:41][O:42][CH3:43])[CH:36]=[C:35]([O:44][CH2:45][CH2:46][O:47][CH3:48])[CH:34]=2)[C:5]([C@H:7]2[C@H:12]([C:13]3[C:22]4[C:17](=[CH:18][CH:19]=[CH:20][CH:21]=4)[N:16]([CH3:23])[C:15](=[O:24])[CH:14]=3)[CH2:11][CH2:10][NH:9][CH2:8]2)=[O:6])[CH2:2][CH2:3]1, predict the reactants needed to synthesize it. The reactants are: [CH:1]1([N:4]([CH2:32][C:33]2[CH:38]=[C:37]([CH2:39][CH2:40][CH2:41][O:42][CH3:43])[CH:36]=[C:35]([O:44][CH2:45][CH2:46][O:47][CH3:48])[CH:34]=2)[C:5]([C@H:7]2[C@H:12]([C:13]3[C:22]4[C:17](=[CH:18][CH:19]=[CH:20][CH:21]=4)[N:16]([CH3:23])[C:15](=[O:24])[CH:14]=3)[CH2:11][CH2:10][N:9](C(OC(C)(C)C)=O)[CH2:8]2)=[O:6])[CH2:3][CH2:2]1.Cl. (4) The reactants are: [OH:1][CH2:2][C@H:3]([OH:14])[CH2:4][S:5][C:6]1[CH:11]=[CH:10][CH:9]=[CH:8][C:7]=1[O:12][CH3:13].N1C=CC=CC=1.[C:21]1([C:27](Cl)([C:34]2[CH:39]=[CH:38][CH:37]=[CH:36][CH:35]=2)[C:28]2[CH:33]=[CH:32][CH:31]=[CH:30][CH:29]=2)[CH:26]=[CH:25][CH:24]=[CH:23][CH:22]=1. Given the product [C:21]1([C:27]([C:28]2[CH:29]=[CH:30][CH:31]=[CH:32][CH:33]=2)([C:34]2[CH:35]=[CH:36][CH:37]=[CH:38][CH:39]=2)[O:1][CH2:2][C@H:3]([OH:14])[CH2:4][S:5][C:6]2[CH:11]=[CH:10][CH:9]=[CH:8][C:7]=2[O:12][CH3:13])[CH:22]=[CH:23][CH:24]=[CH:25][CH:26]=1, predict the reactants needed to synthesize it.